This data is from Forward reaction prediction with 1.9M reactions from USPTO patents (1976-2016). The task is: Predict the product of the given reaction. (1) Given the reactants [OH:1][C:2]1[CH:9]=[CH:8][C:5]([CH:6]=[O:7])=[CH:4][C:3]=1[CH3:10].Br[CH2:12][CH2:13][CH2:14][CH2:15][CH3:16], predict the reaction product. The product is: [CH2:12]([O:1][C:2]1[CH:9]=[CH:8][C:5]([CH:6]=[O:7])=[CH:4][C:3]=1[CH3:10])[CH2:13][CH2:14][CH2:15][CH3:16]. (2) Given the reactants Cl.[N:2]1([C:7](=[NH:9])[NH2:8])[CH:6]=[CH:5][CH:4]=N1.N[CH:11]1CCC[CH2:14][N:13]([C:18]([O:20][C:21]([CH3:24])([CH3:23])[CH3:22])=[O:19])[CH2:12]1.C(N(CC)CC)C, predict the reaction product. The product is: [NH:2]([CH:6]1[CH2:5][CH2:4][CH2:11][CH2:12][N:13]([C:18]([O:20][C:21]([CH3:22])([CH3:24])[CH3:23])=[O:19])[CH2:14]1)[C:7]([NH2:8])=[NH:9]. (3) Given the reactants [NH2:1][C:2]1[CH:9]=[CH:8][C:7]([Cl:10])=[CH:6][C:3]=1[CH:4]=[O:5].CCN(CC)CC.[O:18](S(C(F)(F)F)(=O)=O)[S:19]([C:22]([F:25])([F:24])[F:23])(=O)=[O:20], predict the reaction product. The product is: [Cl:10][C:7]1[CH:8]=[CH:9][C:2]([NH:1][S:19]([C:22]([F:25])([F:24])[F:23])(=[O:20])=[O:18])=[C:3]([CH:4]=[O:5])[CH:6]=1.